This data is from Full USPTO retrosynthesis dataset with 1.9M reactions from patents (1976-2016). The task is: Predict the reactants needed to synthesize the given product. (1) Given the product [C:3]1([S:9]([CH2:10][C:11]2[C:16]([C:17]([OH:19])=[O:18])=[C:15]([O:22][CH3:23])[C:14]([CH2:24][CH3:25])=[CH:13][CH:12]=2)(=[O:30])=[O:26])[CH:8]=[CH:7][CH:6]=[CH:5][CH:4]=1, predict the reactants needed to synthesize it. The reactants are: OO.[C:3]1([S:9][CH2:10][C:11]2[C:16]([C:17]([O:19]CC)=[O:18])=[C:15]([O:22][CH3:23])[C:14]([CH2:24][CH3:25])=[CH:13][CH:12]=2)[CH:8]=[CH:7][CH:6]=[CH:5][CH:4]=1.[OH-:26].[Li+].C(O)(=[O:30])C. (2) Given the product [C:26]([O:30][C:31](=[O:33])[N:3]([CH:16]([C:21]#[N:22])[CH2:15][CH2:14][C:13]([O:19][CH3:20])([CH3:18])[CH2:12][O:11][Si:4]([C:7]([CH3:10])([CH3:9])[CH3:8])([CH3:6])[CH3:5])[CH3:2])([CH3:29])([CH3:28])[CH3:27], predict the reactants needed to synthesize it. The reactants are: Cl.[CH3:2][NH2:3].[Si:4]([O:11][CH2:12][C:13]([O:19][CH3:20])([CH3:18])[CH2:14][CH2:15][CH:16]=O)([C:7]([CH3:10])([CH3:9])[CH3:8])([CH3:6])[CH3:5].[C-:21]#[N:22].[Na+].[Na+].[Cl-].[C:26]([O:30][C:31]([O:33]C(OC(C)(C)C)=O)=O)([CH3:29])([CH3:28])[CH3:27].